This data is from Forward reaction prediction with 1.9M reactions from USPTO patents (1976-2016). The task is: Predict the product of the given reaction. (1) Given the reactants [NH2:1][C:2]1[CH:7]=[C:6]([CH:8]=[CH2:9])[N:5]=[C:4]([C:10]([O:12][CH3:13])=[O:11])[C:3]=1[O:14][CH3:15].[C:16](O[C:16]([O:18][C:19]([CH3:22])([CH3:21])[CH3:20])=[O:17])([O:18][C:19]([CH3:22])([CH3:21])[CH3:20])=[O:17], predict the reaction product. The product is: [C:19]([O:18][C:16]([N:1]([C:16]([O:18][C:19]([CH3:22])([CH3:21])[CH3:20])=[O:17])[C:2]1[CH:7]=[C:6]([CH:8]=[CH2:9])[N:5]=[C:4]([C:10]([O:12][CH3:13])=[O:11])[C:3]=1[O:14][CH3:15])=[O:17])([CH3:22])([CH3:21])[CH3:20]. (2) Given the reactants [CH3:1][N:2]1[CH2:7][CH2:6][N:5]([C:8]2[CH:9]=[C:10]([CH:13]=[CH:14][CH:15]=2)[CH:11]=[O:12])[CH2:4][CH2:3]1.[Br:16]N1C(=O)CCC1=O, predict the reaction product. The product is: [Br:16][C:13]1[CH:14]=[CH:15][C:8]([N:5]2[CH2:6][CH2:7][N:2]([CH3:1])[CH2:3][CH2:4]2)=[CH:9][C:10]=1[CH:11]=[O:12]. (3) Given the reactants [CH2:1]([O:3]/[C:4](=[CH:8]\[C:9]1[C:17]2[O:16][CH:15]=[CH:14][C:13]=2[C:12]([O:18][CH2:19][CH2:20][C:21]2[N:22]=[C:23]([C:27]3[CH:32]=[CH:31][CH:30]=[CH:29][CH:28]=3)[O:24][C:25]=2[CH3:26])=[CH:11][CH:10]=1)/[C:5]([OH:7])=[O:6])[CH3:2], predict the reaction product. The product is: [CH2:1]([O:3][CH:4]([CH2:8][C:9]1[C:17]2[O:16][CH2:15][CH2:14][C:13]=2[C:12]([O:18][CH2:19][CH2:20][C:21]2[N:22]=[C:23]([C:27]3[CH:28]=[CH:29][CH:30]=[CH:31][CH:32]=3)[O:24][C:25]=2[CH3:26])=[CH:11][CH:10]=1)[C:5]([OH:7])=[O:6])[CH3:2]. (4) The product is: [NH2:17][C:8]1[C:7]2=[N:6][N:5]([CH2:18][CH3:19])[C:4]([CH2:3][C:2]([NH:1][S:30]([CH3:29])(=[O:32])=[O:31])([CH3:20])[CH3:21])=[C:16]2[C:15]2[CH:14]=[CH:13][CH:12]=[CH:11][C:10]=2[N:9]=1. Given the reactants [NH2:1][C:2]([CH3:21])([CH3:20])[CH2:3][C:4]1[N:5]([CH2:18][CH3:19])[N:6]=[C:7]2[C:16]=1[C:15]1[CH:14]=[CH:13][CH:12]=[CH:11][C:10]=1[N:9]=[C:8]2[NH2:17].C(N(CC)CC)C.[CH3:29][S:30](Cl)(=[O:32])=[O:31].O, predict the reaction product. (5) Given the reactants [OH:1][C:2]([C:4]([F:7])([F:6])[F:5])=[O:3].C([N:15]1[CH2:24][CH2:23][C:22]2[C:17](=[N:18][C:19]([N:29]3[CH2:34][CH2:33][CH:32]([C:35]([C:37]4[CH:42]=[C:41]([Cl:43])[CH:40]=[CH:39][C:38]=4[F:44])=[O:36])[CH2:31][CH2:30]3)=[C:20]([NH:25][CH:26]([CH3:28])[CH3:27])[N:21]=2)[CH2:16]1)C1C=CC=CC=1, predict the reaction product. The product is: [Cl:43][C:41]1[CH:40]=[CH:39][C:38]([F:44])=[C:37]([C:35]([CH:32]2[CH2:33][CH2:34][N:29]([C:19]3[N:18]=[C:17]4[CH2:16][NH:15][CH2:24][CH2:23][C:22]4=[N:21][C:20]=3[NH:25][CH:26]([CH3:27])[CH3:28])[CH2:30][CH2:31]2)=[O:36])[CH:42]=1.[C:2]([OH:3])([C:4]([F:7])([F:6])[F:5])=[O:1]. (6) Given the reactants C1(S([N:10]2[C:18]3[C:13](=[N:14][CH:15]=[CH:16][C:17]=3[C:19]#[N:20])[CH:12]=[CH:11]2)(=O)=O)C=CC=CC=1.[OH-].[Na+], predict the reaction product. The product is: [NH:10]1[C:18]2[C:13](=[N:14][CH:15]=[CH:16][C:17]=2[C:19]#[N:20])[CH:12]=[CH:11]1. (7) Given the reactants C[Si]([N:5]=[C:6]=[O:7])(C)C.[CH3:8][C:9]1[CH:10]=[CH:11][C:12]([C:15]2[N:19]([C:20]3[CH:21]=[N:22][CH:23]=[CH:24][CH:25]=3)[N:18]=[C:17]([C:26]([N:28]3[CH2:33][CH2:32][CH2:31][CH2:30][NH:29]3)=[O:27])[CH:16]=2)=[N:13][CH:14]=1.CO, predict the reaction product. The product is: [CH3:8][C:9]1[CH:10]=[CH:11][C:12]([C:15]2[N:19]([C:20]3[CH:21]=[N:22][CH:23]=[CH:24][CH:25]=3)[N:18]=[C:17]([C:26]([N:28]3[CH2:33][CH2:32][CH2:31][CH2:30][N:29]3[C:6]([NH2:5])=[O:7])=[O:27])[CH:16]=2)=[N:13][CH:14]=1. (8) Given the reactants [C:1]([O:5][C:6]([NH:8][C@H:9]([C:13]([OH:16])([CH3:15])[CH3:14])[C:10]([OH:12])=O)=[O:7])([CH3:4])([CH3:3])[CH3:2].CN(C(ON1N=N[C:27]2[CH:28]=[CH:29][CH:30]=[N:31][C:26]1=2)=[N+](C)C)C.F[P-](F)(F)(F)(F)F.C1(N)CCCC1.CCN(CC)CC, predict the reaction product. The product is: [CH:26]1([NH:31][C:10](=[O:12])[C@H:9]([NH:8][C:6](=[O:7])[O:5][C:1]([CH3:2])([CH3:3])[CH3:4])[C:13]([OH:16])([CH3:15])[CH3:14])[CH2:27][CH2:28][CH2:29][CH2:30]1. (9) The product is: [C:35]([O:28][CH2:27][C:20]1[N:21]([CH2:22][C:23]([OH:25])([CH3:24])[CH3:26])[C:13]2[C:12]3[CH:11]=[CH:10][C:9]([O:8][CH2:1][C:2]4[CH:3]=[CH:4][CH:5]=[CH:6][CH:7]=4)=[CH:18][C:17]=3[N:16]=[CH:15][C:14]=2[N:19]=1)(=[O:37])[CH3:36]. Given the reactants [CH2:1]([O:8][C:9]1[CH:10]=[CH:11][C:12]2[C:13]3[N:21]([CH2:22][C:23]([CH3:26])([OH:25])[CH3:24])[C:20]([CH2:27][OH:28])=[N:19][C:14]=3[CH:15]=[N:16][C:17]=2[CH:18]=1)[C:2]1[CH:7]=[CH:6][CH:5]=[CH:4][CH:3]=1.N1C=CC=CC=1.[C:35](OC(=O)C)(=[O:37])[CH3:36], predict the reaction product. (10) Given the reactants C[O:2][C:3]([C:5]1[N:10]=[C:9]([C:11]2[CH:16]=[CH:15][C:14]([Cl:17])=[C:13]([Cl:18])[CH:12]=2)[C:8]([O:19][CH2:20][C:21]([F:24])([F:23])[F:22])=[CH:7][N:6]=1)=[O:4].[OH-].[Li+].Cl, predict the reaction product. The product is: [Cl:18][C:13]1[CH:12]=[C:11]([C:9]2[C:8]([O:19][CH2:20][C:21]([F:23])([F:24])[F:22])=[CH:7][N:6]=[C:5]([C:3]([OH:4])=[O:2])[N:10]=2)[CH:16]=[CH:15][C:14]=1[Cl:17].